This data is from Retrosynthesis with 50K atom-mapped reactions and 10 reaction types from USPTO. The task is: Predict the reactants needed to synthesize the given product. (1) Given the product O=C1N(Cc2ccccn2)c2cccc(-c3cccnc3)c2C12COc1cc3c(cc12)CCO3, predict the reactants needed to synthesize it. The reactants are: O=C1N(Cc2ccccn2)c2cccc(Br)c2C12COc1cc3c(cc12)CCO3.OB(O)c1cccnc1. (2) Given the product COc1cc(C=O)ccc1O, predict the reactants needed to synthesize it. The reactants are: COc1cc(C(=O)O)ccc1O.